Dataset: Catalyst prediction with 721,799 reactions and 888 catalyst types from USPTO. Task: Predict which catalyst facilitates the given reaction. Reactant: [Cl:1][C:2]1[CH:10]=[CH:9][C:5]([C:6]([OH:8])=O)=[CH:4][N:3]=1.CN(C(ON1N=NC2C=CC=NC1=2)=[N+](C)C)C.F[P-](F)(F)(F)(F)F.C(N(CC)CC)C.[CH2:42]([NH2:49])[C:43]1[CH:48]=[CH:47][CH:46]=[CH:45][CH:44]=1. Product: [CH2:42]([NH:49][C:6](=[O:8])[C:5]1[CH:9]=[CH:10][C:2]([Cl:1])=[N:3][CH:4]=1)[C:43]1[CH:48]=[CH:47][CH:46]=[CH:45][CH:44]=1. The catalyst class is: 3.